This data is from Reaction yield outcomes from USPTO patents with 853,638 reactions. The task is: Predict the reaction yield, written as a fraction of the theoretical maximum amount of product (1.0 means a 100% yield; for example, 0.34 means a 34% yield). The reactants are Cl[C:2]1[CH:7]=[C:6]([Cl:8])[N:5]=[CH:4][N:3]=1.CCN(C(C)C)C(C)C.[CH3:18][N:19]1[CH2:24][CH2:23][N:22]([CH2:25][CH2:26][CH2:27][NH2:28])[CH2:21][CH2:20]1.O. The catalyst is CC(O)C. The product is [Cl:8][C:6]1[N:5]=[CH:4][N:3]=[C:2]([NH:28][CH2:27][CH2:26][CH2:25][N:22]2[CH2:21][CH2:20][N:19]([CH3:18])[CH2:24][CH2:23]2)[CH:7]=1. The yield is 0.510.